From a dataset of Catalyst prediction with 721,799 reactions and 888 catalyst types from USPTO. Predict which catalyst facilitates the given reaction. (1) Reactant: [NH2:1][C:2]1[C:7]2[C:8](=[O:21])[N:9]([C:13]3[CH:18]=[CH:17][C:16](I)=[C:15]([Cl:20])[CH:14]=3)[CH2:10][CH2:11][O:12][C:6]=2[N:5]=[CH:4][N:3]=1.[CH3:22][C:23]([N:28]1[CH:32]=[C:31](B2OC(C)(C)C(C)(C)O2)[CH:30]=[N:29]1)([CH3:27])[C:24]([O-:26])=[O:25].O1CCO[CH2:44][CH2:43]1.C([O-])([O-])=O.[K+].[K+]. Product: [CH2:43]([O:26][C:24](=[O:25])[C:23]([N:28]1[CH:32]=[C:31]([C:16]2[CH:17]=[CH:18][C:13]([N:9]3[C:8](=[O:21])[C:7]4[C:2]([NH2:1])=[N:3][CH:4]=[N:5][C:6]=4[O:12][CH2:11][CH2:10]3)=[CH:14][C:15]=2[Cl:20])[CH:30]=[N:29]1)([CH3:22])[CH3:27])[CH3:44]. The catalyst class is: 6. (2) The catalyst class is: 628. Product: [Cl:10][C:4]1[C:3]([F:11])=[C:2]([C:22]2[N:18]([CH:13]3[CH2:14][CH2:15][CH2:16][CH2:17][O:12]3)[N:19]=[CH:20][CH:21]=2)[CH:8]=[C:7]([F:9])[C:5]=1[NH2:6]. Reactant: Br[C:2]1[CH:8]=[C:7]([F:9])[C:5]([NH2:6])=[C:4]([Cl:10])[C:3]=1[F:11].[O:12]1[CH2:17][CH2:16][CH2:15][CH2:14][CH:13]1[N:18]1[C:22](B2OC(C)(C)C(C)(C)O2)=[CH:21][CH:20]=[N:19]1.C(=O)([O-])[O-].[Na+].[Na+]. (3) Reactant: [N+]([C:4]1[CH:5]=[C:6]([CH:11]=[C:12]([N+:14]([O-:16])=[O:15])[CH:13]=1)[C:7]([O:9][CH3:10])=[O:8])([O-])=O.[F:17][C:18]1[CH:23]=[CH:22][C:21]([OH:24])=[CH:20][CH:19]=1.P([O-])([O-])([O-])=O.[K+].[K+].[K+]. Product: [F:17][C:18]1[CH:23]=[CH:22][C:21]([O:24][C:4]2[CH:5]=[C:6]([CH:11]=[C:12]([N+:14]([O-:16])=[O:15])[CH:13]=2)[C:7]([O:9][CH3:10])=[O:8])=[CH:20][CH:19]=1. The catalyst class is: 39.